This data is from Forward reaction prediction with 1.9M reactions from USPTO patents (1976-2016). The task is: Predict the product of the given reaction. Given the reactants [OH:1][CH:2]1[CH2:7][CH2:6][NH:5][CH2:4][CH2:3]1.[C:8]1(=O)[CH2:11][CH2:10][CH2:9]1.C(O)(=O)C.C(O[BH-](OC(=O)C)OC(=O)C)(=O)C.[Na+], predict the reaction product. The product is: [CH:8]1([N:5]2[CH2:6][CH2:7][CH:2]([OH:1])[CH2:3][CH2:4]2)[CH2:11][CH2:10][CH2:9]1.